Dataset: Forward reaction prediction with 1.9M reactions from USPTO patents (1976-2016). Task: Predict the product of the given reaction. (1) The product is: [CH3:17][N:12]1[C:11]([C:9]2[CH:10]=[C:5]3[N:4]([CH2:18][C:19]4([F:27])[CH2:24][CH2:23][C:22]([F:26])([F:25])[CH2:21][CH2:20]4)[CH:3]=[C:2]([C:36]4[CH:37]=[N:38][N:39]([CH2:41][C:42]([F:45])([F:44])[F:43])[CH:40]=4)[C:6]3=[N:7][CH:8]=2)=[C:15]([CH3:16])[N:14]=[N:13]1. Given the reactants Br[C:2]1[C:6]2=[N:7][CH:8]=[C:9]([C:11]3[N:12]([CH3:17])[N:13]=[N:14][C:15]=3[CH3:16])[CH:10]=[C:5]2[N:4]([CH2:18][C:19]2([F:27])[CH2:24][CH2:23][C:22]([F:26])([F:25])[CH2:21][CH2:20]2)[CH:3]=1.CC1(C)C(C)(C)OB([C:36]2[CH:37]=[N:38][N:39]([CH2:41][C:42]([F:45])([F:44])[F:43])[CH:40]=2)O1, predict the reaction product. (2) The product is: [Br:1][C:2]1[CH:7]=[C:6]([O:8][CH3:9])[C:5]([O:10][CH3:11])=[CH:4][C:3]=1[CH2:12][CH2:13][N:14]1[C:18](=[O:19])[C:17]2=[CH:21][CH:22]=[CH:23][CH:24]=[C:16]2[C:15]1=[O:25]. Given the reactants [Br:1][C:2]1[CH:7]=[C:6]([O:8][CH3:9])[C:5]([O:10][CH3:11])=[CH:4][C:3]=1[CH2:12][CH2:13][NH2:14].[C:15](Cl)(=[O:25])[C:16]1[C:17](=[CH:21][CH:22]=[CH:23][CH:24]=1)[C:18](Cl)=[O:19].CCN(C(C)C)C(C)C, predict the reaction product.